From a dataset of Full USPTO retrosynthesis dataset with 1.9M reactions from patents (1976-2016). Predict the reactants needed to synthesize the given product. (1) Given the product [CH2:1]([O:3][C:4]([C:6]1[CH:7]=[N:8][N:9]([CH2:13][CH:14]([CH3:16])[CH3:15])[CH:10]=1)=[O:5])[CH3:2], predict the reactants needed to synthesize it. The reactants are: [CH2:1]([O:3][C:4]([C:6]1[CH:7]=[N:8][NH:9][CH:10]=1)=[O:5])[CH3:2].[H-].[Na+].[CH2:13](I)[CH:14]([CH3:16])[CH3:15].O. (2) Given the product [CH3:37][C@@:38]12[C@@H:44]([OH:56])[CH2:45][CH2:46][C@H:47]1[C@H:48]1[C@@H:53]([C:52]3[CH:23]=[CH:24][C:16]([O:17][C:18]([C:20]4[CH:21]=[CH:1][CH:2]=[CH:3][CH:22]=4)=[O:19])=[CH:15][C:51]=3[CH2:50][CH2:49]1)[CH2:54][CH2:55]2, predict the reactants needed to synthesize it. The reactants are: [CH2:1]=[CH:2][C:3]1C=CC=CC=1.CC(C(O[CH2:15][CH2:16][O:17][C:18]([C:20]([CH3:22])=[CH2:21])=[O:19])=O)=C.[CH3:23][CH2:24]C(N=NC(C#N)(CC)C)(C#N)C.[CH:37]1(O)CCCC[CH2:38]1.[CH2:44]([OH:56])[CH2:45][CH2:46][CH2:47][CH2:48][CH2:49][CH2:50][CH2:51][CH2:52][CH2:53][CH2:54][CH3:55]. (3) Given the product [CH2:1]([N:8]1[C:16]2[C:11](=[CH:12][CH:13]=[CH:14][CH:15]=2)[C:10]([O:17][C:18]2[O:22][C:21]([C:23]([OH:25])=[O:24])=[CH:20][CH:19]=2)=[N:9]1)[C:2]1[CH:7]=[CH:6][CH:5]=[CH:4][CH:3]=1, predict the reactants needed to synthesize it. The reactants are: [CH2:1]([N:8]1[C:16]2[C:11](=[CH:12][CH:13]=[CH:14][CH:15]=2)[C:10]([O:17][C:18]2[O:22][C:21]([C:23]([O:25]C)=[O:24])=[CH:20][CH:19]=2)=[N:9]1)[C:2]1[CH:7]=[CH:6][CH:5]=[CH:4][CH:3]=1.[OH-].[Na+].O. (4) Given the product [NH:39]1[C:40]2[C:36](=[C:35]([C:2]3[N:11]=[CH:10][C:9]4[N:8]([CH2:12][C:13]5[CH:18]=[CH:17][C:16]([C:19]([OH:22])([CH3:21])[CH3:20])=[CH:15][CH:14]=5)[CH2:7][CH:6]5[CH2:23][O:24][CH2:25][CH2:26][N:5]5[C:4]=4[N:3]=3)[CH:43]=[CH:42][CH:41]=2)[CH:37]=[CH:38]1, predict the reactants needed to synthesize it. The reactants are: Cl[C:2]1[N:11]=[CH:10][C:9]2[N:8]([CH2:12][C:13]3[CH:18]=[CH:17][C:16]([C:19]([OH:22])([CH3:21])[CH3:20])=[CH:15][CH:14]=3)[CH2:7][CH:6]3[CH2:23][O:24][CH2:25][CH2:26][N:5]3[C:4]=2[N:3]=1.CC1(C)C(C)(C)OB([C:35]2[CH:43]=[CH:42][CH:41]=[C:40]3[C:36]=2[CH:37]=[CH:38][NH:39]3)O1.